Dataset: Full USPTO retrosynthesis dataset with 1.9M reactions from patents (1976-2016). Task: Predict the reactants needed to synthesize the given product. (1) Given the product [NH:31]1[C:1]([C:3]2[CH:4]=[CH:5][C:6]([C:7]([N:9]3[CH2:13][C@@H:12]4[CH2:14][N:15]([C:17]([O:19][CH2:20][C:21]5[CH:22]=[C:23]([Cl:28])[CH:24]=[C:25]([Cl:27])[CH:26]=5)=[O:18])[CH2:16][C@@H:11]4[CH2:10]3)=[O:8])=[CH:29][CH:30]=2)=[N:2][N:33]=[N:32]1, predict the reactants needed to synthesize it. The reactants are: [C:1]([C:3]1[CH:30]=[CH:29][C:6]([C:7]([N:9]2[CH2:13][C@@H:12]3[CH2:14][N:15]([C:17]([O:19][CH2:20][C:21]4[CH:26]=[C:25]([Cl:27])[CH:24]=[C:23]([Cl:28])[CH:22]=4)=[O:18])[CH2:16][C@@H:11]3[CH2:10]2)=[O:8])=[CH:5][CH:4]=1)#[N:2].[N-:31]=[N+:32]=[N-:33].[Na+]. (2) Given the product [CH:22]1([C:20]([NH:19][C:14]2[N:15]=[CH:16][C:17]3[C:12]([CH:13]=2)=[CH:11][CH:10]=[C:9]([C:5]2[C:4]([CH3:25])=[CH:3][C:2]([C:65]([O:66][CH3:71])=[O:68])=[C:7]([F:8])[CH:6]=2)[CH:18]=3)=[O:21])[CH2:24][CH2:23]1, predict the reactants needed to synthesize it. The reactants are: Br[C:2]1[C:7]([F:8])=[CH:6][C:5]([C:9]2[CH:18]=[C:17]3[C:12]([CH:13]=[C:14]([NH:19][C:20]([CH:22]4[CH2:24][CH2:23]4)=[O:21])[N:15]=[CH:16]3)=[CH:11][CH:10]=2)=[C:4]([CH3:25])[CH:3]=1.F[B-](F)(F)F.F[B-](F)(F)F.C1(P(C2CCCCC2)CCCP(C2CCCCC2)C2CCCCC2)CCCCC1.[C:65](=[O:68])([O-])[O-:66].[K+].[K+].[CH3:71]O.